Dataset: NCI-60 drug combinations with 297,098 pairs across 59 cell lines. Task: Regression. Given two drug SMILES strings and cell line genomic features, predict the synergy score measuring deviation from expected non-interaction effect. (1) Drug 1: C1CCN(CC1)CCOC2=CC=C(C=C2)C(=O)C3=C(SC4=C3C=CC(=C4)O)C5=CC=C(C=C5)O. Drug 2: CC1=C2C(C(=O)C3(C(CC4C(C3C(C(C2(C)C)(CC1OC(=O)C(C(C5=CC=CC=C5)NC(=O)OC(C)(C)C)O)O)OC(=O)C6=CC=CC=C6)(CO4)OC(=O)C)O)C)O. Cell line: NCI/ADR-RES. Synergy scores: CSS=-3.65, Synergy_ZIP=0.816, Synergy_Bliss=-2.09, Synergy_Loewe=-4.82, Synergy_HSA=-4.13. (2) Drug 1: CC(C1=C(C=CC(=C1Cl)F)Cl)OC2=C(N=CC(=C2)C3=CN(N=C3)C4CCNCC4)N. Drug 2: CN1C(=O)N2C=NC(=C2N=N1)C(=O)N. Cell line: MOLT-4. Synergy scores: CSS=34.2, Synergy_ZIP=5.05, Synergy_Bliss=3.05, Synergy_Loewe=-64.7, Synergy_HSA=-2.90. (3) Drug 1: C1=CC(=CC=C1CCCC(=O)O)N(CCCl)CCCl. Drug 2: CC(C)(C#N)C1=CC(=CC(=C1)CN2C=NC=N2)C(C)(C)C#N. Cell line: T-47D. Synergy scores: CSS=25.4, Synergy_ZIP=-6.97, Synergy_Bliss=-2.63, Synergy_Loewe=-1.60, Synergy_HSA=-1.85. (4) Drug 1: CC1=C(C=C(C=C1)NC(=O)C2=CC=C(C=C2)CN3CCN(CC3)C)NC4=NC=CC(=N4)C5=CN=CC=C5. Drug 2: CC1=C(N=C(N=C1N)C(CC(=O)N)NCC(C(=O)N)N)C(=O)NC(C(C2=CN=CN2)OC3C(C(C(C(O3)CO)O)O)OC4C(C(C(C(O4)CO)O)OC(=O)N)O)C(=O)NC(C)C(C(C)C(=O)NC(C(C)O)C(=O)NCCC5=NC(=CS5)C6=NC(=CS6)C(=O)NCCC[S+](C)C)O. Cell line: SF-295. Synergy scores: CSS=41.2, Synergy_ZIP=3.53, Synergy_Bliss=5.13, Synergy_Loewe=-23.2, Synergy_HSA=1.90.